This data is from Reaction yield outcomes from USPTO patents with 853,638 reactions. The task is: Predict the reaction yield, written as a fraction of the theoretical maximum amount of product (1.0 means a 100% yield; for example, 0.34 means a 34% yield). (1) The reactants are [NH2:1][C@@H:2]1[C:11]2[C:6](=[CH:7][CH:8]=[CH:9][CH:10]=2)[C@H:5]([OH:12])[CH2:4][CH2:3]1.[H-].[Na+].F[C:16]1[CH:17]=[CH:18][C:19]2[N:20]([C:22]([N:25]3[CH2:29][CH2:28][CH2:27][C@H:26]3[CH2:30][O:31][Si:32]([CH:39]([CH3:41])[CH3:40])([CH:36]([CH3:38])[CH3:37])[CH:33]([CH3:35])[CH3:34])=[N:23][N:24]=2)[CH:21]=1.N. The catalyst is CN(C=O)C.CO.C(Cl)Cl. The product is [CH:39]([Si:32]([CH:33]([CH3:35])[CH3:34])([CH:36]([CH3:38])[CH3:37])[O:31][CH2:30][C@@H:26]1[CH2:27][CH2:28][CH2:29][N:25]1[C:22]1[N:20]2[CH:21]=[C:16]([O:12][C@H:5]3[C:6]4[C:11](=[CH:10][CH:9]=[CH:8][CH:7]=4)[C@@H:2]([NH2:1])[CH2:3][CH2:4]3)[CH:17]=[CH:18][C:19]2=[N:24][N:23]=1)([CH3:40])[CH3:41]. The yield is 0.280. (2) The yield is 0.990. The reactants are [C:1]([O:5][C:6](N[C@H]1C[C@@H](C(O)=O)C=C1)=O)(C)(C)[CH3:2].[C:17](=[O:20])([O-])[O-].[K+].[K+].[CH3:23]I.C[CH2:26][O:27][C:28]([CH3:30])=[O:29]. The catalyst is CN(C=O)C. The product is [CH3:17][O:20][CH:30]1[C:28]([O:29][CH3:23])([O:27][CH3:26])[CH2:2][CH2:1][O:5][CH2:6]1. (3) The product is [CH2:12]([O:19][C:20]([N:1]1[C:10]2[C:5](=[CH:6][CH:7]=[CH:8][CH:9]=2)[C:4](=[O:11])[CH2:3][CH2:2]1)=[O:21])[C:13]1[CH:18]=[CH:17][CH:16]=[CH:15][CH:14]=1. The yield is 0.930. The catalyst is O1CCCC1.C(OCC)(=O)C. The reactants are [NH:1]1[C:10]2[C:5](=[CH:6][CH:7]=[CH:8][CH:9]=2)[C:4](=[O:11])[CH2:3][CH2:2]1.[CH2:12]([O:19][C:20](Cl)=[O:21])[C:13]1[CH:18]=[CH:17][CH:16]=[CH:15][CH:14]=1.O.C(=O)([O-])[O-].[K+].[K+]. (4) The reactants are [Cl:1][C:2]1[N:7]=[C:6](Cl)[C:5]([O:9][CH2:10][CH3:11])=[CH:4][N:3]=1.[NH:12]1[CH2:17][CH2:16][O:15][CH2:14][CH2:13]1.[NH4+].[Cl-]. The catalyst is C1(C)C=CC=CC=1. The product is [Cl:1][C:2]1[N:7]=[C:6]([N:12]2[CH2:17][CH2:16][O:15][CH2:14][CH2:13]2)[C:5]([O:9][CH2:10][CH3:11])=[CH:4][N:3]=1. The yield is 0.735.